This data is from Forward reaction prediction with 1.9M reactions from USPTO patents (1976-2016). The task is: Predict the product of the given reaction. (1) The product is: [O:9]1[CH2:14][CH2:13][CH2:12][CH2:11][CH:10]1[N:15]1[C:19]([C:30]2[CH:31]=[N:32][CH:33]=[C:34]([CH:49]=2)[C:35]([NH2:37])=[O:36])=[CH:18][CH:17]=[N:16]1. Given the reactants [O-]P([O-])([O-])=O.[K+].[K+].[K+].[O:9]1[CH2:14][CH2:13][CH2:12][CH2:11][CH:10]1[N:15]1[C:19](B2OC(C)(C)C(C)(C)O2)=[CH:18][CH:17]=[N:16]1.Br[C:30]1[C:31](N2CC[C@@H](O)C2)=[N:32][CH:33]=[C:34]([CH:49]=1)[C:35]([NH:37]C1C=CC(OC(F)(F)C)=CC=1)=[O:36].C([O-])(O)=O.[Na+], predict the reaction product. (2) Given the reactants [C:1]([N:4]1[C:13]2[C:12]3=[N:14][C:15]([CH3:18])=[C:16]([CH3:17])[N:11]3[CH:10]=[CH:9][C:8]=2[C:7](=[O:19])[C@H:6]([O:20][C:21](=[O:26])[C:22]([CH3:25])([CH3:24])[CH3:23])[C@H:5]1[C:27]1[CH:32]=[CH:31][CH:30]=[CH:29][CH:28]=1)(=[O:3])[CH3:2].C([BH3-])#N.[Na+].Cl.N, predict the reaction product. The product is: [C:1]([N:4]1[C:13]2[C:12]3=[N:14][C:15]([CH3:18])=[C:16]([CH3:17])[N:11]3[CH:10]=[CH:9][C:8]=2[C@@H:7]([OH:19])[C@H:6]([O:20][C:21](=[O:26])[C:22]([CH3:25])([CH3:24])[CH3:23])[C@H:5]1[C:27]1[CH:28]=[CH:29][CH:30]=[CH:31][CH:32]=1)(=[O:3])[CH3:2]. (3) Given the reactants [CH3:1][N:2]1[CH2:11][CH:10](C2C=NC=CC=2)[C:9]2[C:4](=CC(O)=CC=2)[CH2:3]1.[CH3:19][O:20][C:21]1[CH:30]=[C:29]2[C:24]([CH:25]([C:32]3[CH:33]=[N:34][CH:35]=[CH:36][CH:37]=3)[CH2:26][N:27]([CH3:31])[CH2:28]2)=[CH:23][CH:22]=1.B(Br)(Br)Br.[C:42]([O-])([O-])=O.[Na+].[Na+], predict the reaction product. The product is: [CH3:31][N:27]1[CH2:26][CH:25]([C:32]2[CH:33]=[N:34][CH:35]=[CH:36][CH:37]=2)[C:24]2[C:29](=[CH:30][C:21]([O:20][CH2:19][CH2:42][CH2:1][N:2]3[CH2:11][CH2:10][CH2:9][CH2:4][CH2:3]3)=[CH:22][CH:23]=2)[CH2:28]1. (4) The product is: [Br:7][C:8]1[CH:24]=[N:23][C:11]2[NH:12][C:13]3[C:18]([C:10]=2[CH:9]=1)=[CH:17][C:16]([CH2:19][OH:20])=[CH:15][CH:14]=3. Given the reactants [H-].[Al+3].[Li+].[H-].[H-].[H-].[Br:7][C:8]1[CH:24]=[N:23][C:11]2[NH:12][C:13]3[C:18]([C:10]=2[CH:9]=1)=[CH:17][C:16]([C:19](OC)=[O:20])=[CH:15][CH:14]=3.C(C(C(C([O-])=O)O)O)([O-])=O.[Na+].[K+].S([O-])([O-])(=O)=O.[Na+].[Na+], predict the reaction product. (5) Given the reactants [Br:1][C:2]1[CH:3]=[C:4]2[C:9](=[CH:10][CH:11]=1)[C:8](O)=[CH:7][CH:6]=[CH:5]2.[C:13]1(P(C2C=CC=CC=2)C2C=CC=CC=2)C=CC=CC=1.N(C(OC(C)C)=O)=[N:33][C:34]([O:36]C(C)C)=O.[CH2:46]1[CH2:50][O:49][CH2:48][CH2:47]1, predict the reaction product. The product is: [Br:1][C:2]1[CH:3]=[C:4]2[C:9](=[CH:10][CH:11]=1)[CH:8]=[C:7]([O:49][CH2:50][CH:46]1[CH2:47][CH2:48][N:33]([CH3:13])[C:34]1=[O:36])[CH:6]=[CH:5]2. (6) Given the reactants [CH2:1]([CH2:8][NH2:9])[C:2]1[CH:7]=[CH:6][CH:5]=[CH:4][CH:3]=1.[O:10]1[CH2:15][CH2:14][C:13](=O)[CH2:12][CH2:11]1, predict the reaction product. The product is: [CH2:1]([CH2:8][NH:9][CH:13]1[CH2:14][CH2:15][O:10][CH2:11][CH2:12]1)[C:2]1[CH:7]=[CH:6][CH:5]=[CH:4][CH:3]=1. (7) Given the reactants [OH:1][C:2]1[CH:6]([C:7]2[CH:12]=[CH:11][CH:10]=[CH:9][CH:8]=2)[O:5][C:4](=[O:13])[CH:3]=1.[CH:14](=O)[C:15]1[CH:20]=[CH:19][CH:18]=[CH:17][CH:16]=1.[CH2:22]([C:24]1[CH:32]=[C:31]2[C:27]([C:28]([CH2:33][CH2:34][NH2:35])=[CH:29][NH:30]2)=[CH:26][CH:25]=1)[CH3:23], predict the reaction product. The product is: [NH2:35][CH2:34][CH2:33][C:28]1[C:27]2[C:31](=[CH:32][C:24]([CH2:22][CH3:23])=[CH:25][CH:26]=2)[NH:30][C:29]=1[CH:14]([C:15]1[CH:20]=[CH:19][CH:18]=[CH:17][CH:16]=1)[C:3]1[C:4](=[O:13])[O:5][CH:6]([C:7]2[CH:12]=[CH:11][CH:10]=[CH:9][CH:8]=2)[C:2]=1[OH:1].